Dataset: Full USPTO retrosynthesis dataset with 1.9M reactions from patents (1976-2016). Task: Predict the reactants needed to synthesize the given product. Given the product [CH3:9][NH:8][C:5]1[CH:4]=[CH:3][C:2]([C:13]#[C:12][Si:11]([CH3:15])([CH3:14])[CH3:10])=[CH:7][N:6]=1, predict the reactants needed to synthesize it. The reactants are: Br[C:2]1[CH:3]=[CH:4][C:5]([NH:8][CH3:9])=[N:6][CH:7]=1.[CH3:10][Si:11]([CH3:15])([CH3:14])[C:12]#[CH:13].C1(P(C2C=CC=CC=2)C2C=CC=CC=2)C=CC=CC=1.C(N(CC)CC)C.